Dataset: Catalyst prediction with 721,799 reactions and 888 catalyst types from USPTO. Task: Predict which catalyst facilitates the given reaction. (1) Reactant: O[N:2]=[CH:3][C:4]1[N:8]([CH3:9])[N:7]=[C:6]([NH2:10])[CH:5]=1.S(Cl)(Cl)=O.C(=O)([O-])O.[Na+]. Product: [NH2:10][C:6]1[CH:5]=[C:4]([C:3]#[N:2])[N:8]([CH3:9])[N:7]=1. The catalyst class is: 10. (2) Reactant: [Cl:1][C:2]1[CH:7]=[CH:6][C:5]([C:8]2([C:11]3[CH:16]=[CH:15][C:14]([Br:17])=[CH:13][N:12]=3)[CH2:10][O:9]2)=[CH:4][CH:3]=1.[NH3:18]. The catalyst class is: 5. Product: [NH2:18][CH2:10][C:8]([C:5]1[CH:6]=[CH:7][C:2]([Cl:1])=[CH:3][CH:4]=1)([C:11]1[CH:16]=[CH:15][C:14]([Br:17])=[CH:13][N:12]=1)[OH:9]. (3) Reactant: [CH:1]([C:3]1[C:4]([F:25])=[CH:5][C:6]([N+:22]([O-])=O)=[C:7]([NH:9][CH:10]2[CH2:15][CH2:14][N:13]([CH:16]3[CH2:21][CH2:20][O:19][CH2:18][CH2:17]3)[CH2:12][CH2:11]2)[CH:8]=1)=[CH2:2].C([O-])=O.[NH4+]. Product: [NH2:22][C:6]1[CH:5]=[C:4]([F:25])[C:3]([CH2:1][CH3:2])=[CH:8][C:7]=1[NH:9][CH:10]1[CH2:11][CH2:12][N:13]([CH:16]2[CH2:17][CH2:18][O:19][CH2:20][CH2:21]2)[CH2:14][CH2:15]1. The catalyst class is: 19. (4) Reactant: [OH:1][CH2:2][CH2:3][C@@H:4]1[O:8][C:7]([CH3:10])([CH3:9])[O:6][C:5]1=[O:11].N1C=CN=C1.[C:17]([Si:21]([CH3:24])([CH3:23])Cl)([CH3:20])([CH3:19])[CH3:18].O. Product: [C:17]([Si:21]([CH3:24])([CH3:23])[O:1][CH2:2][CH2:3][C@@H:4]1[O:8][C:7]([CH3:9])([CH3:10])[O:6][C:5]1=[O:11])([CH3:20])([CH3:19])[CH3:18]. The catalyst class is: 9. (5) Reactant: [CH2:1]([Mg]Cl)[C:2]1[CH:7]=[CH:6][CH:5]=[CH:4][CH:3]=1.[Cl:10][CH2:11][C:12](N(OC)C)=[O:13].N. Product: [Cl:10][CH2:11][C:12]([CH2:1][C:2]1[CH:7]=[CH:6][CH:5]=[CH:4][CH:3]=1)=[O:13]. The catalyst class is: 7.